Dataset: Catalyst prediction with 721,799 reactions and 888 catalyst types from USPTO. Task: Predict which catalyst facilitates the given reaction. (1) Reactant: [CH:1]1([NH2:9])[CH2:8][CH2:7][CH2:6][CH2:5][CH2:4][CH2:3][CH2:2]1.C(=O)([O-])[O-].[K+].[K+].[I-].C([N+]1(C)[CH2:29][CH2:28][C:27](=[O:30])[CH2:26][CH2:25]1)C1C=CC=CC=1. Product: [CH:1]1([N:9]2[CH2:29][CH2:28][C:27](=[O:30])[CH2:26][CH2:25]2)[CH2:8][CH2:7][CH2:6][CH2:5][CH2:4][CH2:3][CH2:2]1. The catalyst class is: 40. (2) Reactant: [C:1]1([C:7]2[C:22]([C:23]3[CH:28]=[CH:27][C:26]([C:29]4([NH:33]C(=O)OC(C)(C)C)[CH2:32][CH2:31][CH2:30]4)=[CH:25][CH:24]=3)=[N:21][C:10]3[O:11][CH2:12][C:13]4[N:14]([C:15]([CH2:18][CH2:19][CH3:20])=[N:16][N:17]=4)[C:9]=3[CH:8]=2)[CH:6]=[CH:5][CH:4]=[CH:3][CH:2]=1. Product: [C:1]1([C:7]2[C:22]([C:23]3[CH:24]=[CH:25][C:26]([C:29]4([NH2:33])[CH2:32][CH2:31][CH2:30]4)=[CH:27][CH:28]=3)=[N:21][C:10]3[O:11][CH2:12][C:13]4[N:14]([C:15]([CH2:18][CH2:19][CH3:20])=[N:16][N:17]=4)[C:9]=3[CH:8]=2)[CH:6]=[CH:5][CH:4]=[CH:3][CH:2]=1. The catalyst class is: 67. (3) Reactant: [NH2:1][C:2]1[CH:6]=[C:5]([C:7]2[CH:12]=[CH:11][N:10]=[CH:9][CH:8]=2)[S:4][C:3]=1[C:13]([NH2:15])=[O:14].CC1C=[CH:19][C:20](S(O)(=O)=O)=[CH:21][CH:22]=1.C1(=O)CCC1.C([O-])(O)=O.[Na+]. Product: [N:10]1[CH:9]=[CH:8][C:7]([C:5]2[S:4][C:3]3[C:13](=[O:14])[NH:15][C:19]4([CH2:20][CH2:21][CH2:22]4)[NH:1][C:2]=3[CH:6]=2)=[CH:12][CH:11]=1. The catalyst class is: 15.